Dataset: Full USPTO retrosynthesis dataset with 1.9M reactions from patents (1976-2016). Task: Predict the reactants needed to synthesize the given product. Given the product [CH:3]([C:6]1[CH:7]=[CH:8][C:9]([CH:12]2[C:16]3[CH:17]=[CH:18][C:19]([O:21][CH2:30][C:29]4[CH:32]=[CH:33][C:26]([O:25][CH3:24])=[CH:27][CH:28]=4)=[CH:20][C:15]=3[O:14][C:13]2([CH3:23])[CH3:22])=[CH:10][CH:11]=1)([CH3:5])[CH3:4], predict the reactants needed to synthesize it. The reactants are: [H-].[Na+].[CH:3]([C:6]1[CH:11]=[CH:10][C:9]([CH:12]2[C:16]3[CH:17]=[CH:18][C:19]([OH:21])=[CH:20][C:15]=3[O:14][C:13]2([CH3:23])[CH3:22])=[CH:8][CH:7]=1)([CH3:5])[CH3:4].[CH3:24][O:25][C:26]1[CH:33]=[CH:32][C:29]([CH2:30]Cl)=[CH:28][CH:27]=1.O.